Dataset: Forward reaction prediction with 1.9M reactions from USPTO patents (1976-2016). Task: Predict the product of the given reaction. (1) Given the reactants [Cl:1][C:2]1[N:7]=[C:6]([C:8]2[CH:9]=[C:10]([CH:25]=[CH:26][CH:27]=2)[CH2:11][NH:12][CH2:13][CH2:14][CH2:15][NH:16][C:17](=[O:24])[C:18]2[CH:23]=[CH:22][CH:21]=[CH:20][CH:19]=2)[CH:5]=[CH:4][N:3]=1.[CH:28](=O)[CH3:29], predict the reaction product. The product is: [Cl:1][C:2]1[N:7]=[C:6]([C:8]2[CH:9]=[C:10]([CH:25]=[CH:26][CH:27]=2)[CH2:11][N:12]([CH2:28][CH3:29])[CH2:13][CH2:14][CH2:15][NH:16][C:17](=[O:24])[C:18]2[CH:19]=[CH:20][CH:21]=[CH:22][CH:23]=2)[CH:5]=[CH:4][N:3]=1. (2) Given the reactants [NH2:1][CH2:2][CH2:3][OH:4].[N:5]1[C:14]2[C:9](=[CH:10][CH:11]=[CH:12][CH:13]=2)[CH:8]=[CH:7][C:6]=1[CH:15]=O, predict the reaction product. The product is: [N:5]1[C:14]2[C:9](=[CH:10][CH:11]=[CH:12][CH:13]=2)[CH:8]=[CH:7][C:6]=1[CH2:15][NH:1][CH2:2][CH2:3][OH:4]. (3) Given the reactants [CH:1]1([C:10](O)=[O:11])[C:9]2[C:4](=[CH:5][CH:6]=[CH:7][CH:8]=2)[CH2:3][CH2:2]1.[H-].[Al+3].[Li+].[H-].[H-].[H-].O.C(OCC)(=O)C, predict the reaction product. The product is: [CH:1]1([CH2:10][OH:11])[C:9]2[C:4](=[CH:5][CH:6]=[CH:7][CH:8]=2)[CH2:3][CH2:2]1. (4) Given the reactants [CH3:1][C:2]1[N:3]([C:8]2[CH:13]=[C:12]([CH3:14])[CH:11]=[C:10]([C:15]#[C:16][C:17]3[CH:22]=[CH:21][CH:20]=[C:19]([CH:23]([CH2:39][N+:40]([O-])=O)[CH2:24][C:25]4[CH:30]=[C:29]([CH3:31])[CH:28]=[C:27]([N:32]5[C:36]([CH3:37])=[CH:35][CH:34]=[C:33]5[CH3:38])[N:26]=4)[N:18]=3)[N:9]=2)[C:4]([CH3:7])=[CH:5][CH:6]=1, predict the reaction product. The product is: [CH3:38][C:33]1[N:32]([C:27]2[N:26]=[C:25]([CH2:24][CH:23]([C:19]3[CH:20]=[CH:21][CH:22]=[C:17]([CH2:16][CH2:15][C:10]4[CH:11]=[C:12]([CH3:14])[CH:13]=[C:8]([N:3]5[C:4]([CH3:7])=[CH:5][CH:6]=[C:2]5[CH3:1])[N:9]=4)[N:18]=3)[CH2:39][NH2:40])[CH:30]=[C:29]([CH3:31])[CH:28]=2)[C:36]([CH3:37])=[CH:35][CH:34]=1.